Dataset: Full USPTO retrosynthesis dataset with 1.9M reactions from patents (1976-2016). Task: Predict the reactants needed to synthesize the given product. (1) Given the product [C:3]([CH:2]([CH2:16][C:15]1[CH:18]=[CH:19][C:20]([Cl:21])=[C:13]([Cl:12])[CH:14]=1)[C:1]([O:7][CH2:8][CH3:9])=[O:6])(=[O:4])[CH3:5], predict the reactants needed to synthesize it. The reactants are: [C:1]([O:7][CH2:8][CH3:9])(=[O:6])[CH2:2][C:3]([CH3:5])=[O:4].[H-].[Na+].[Cl:12][C:13]1[CH:14]=[C:15]([CH:18]=[CH:19][C:20]=1[Cl:21])[CH2:16]Br.C(OCC)(=O)C. (2) Given the product [F:25][C:14]1[C:15]2[C:16](=[N:17][CH:18]=[CH:19][CH:20]=2)[NH:21][C:13]=1[C:6]1[C:5]2[C:9](=[CH:10][CH:11]=[C:3]([O:2][CH3:1])[CH:4]=2)[N:8]([CH3:12])[CH:7]=1, predict the reactants needed to synthesize it. The reactants are: [CH3:1][O:2][C:3]1[CH:4]=[C:5]2[C:9](=[CH:10][CH:11]=1)[N:8]([CH3:12])[CH:7]=[C:6]2[C:13]1[NH:21][C:16]2=[N:17][CH:18]=[CH:19][CH:20]=[C:15]2[CH:14]=1.C[Mg]Br.[F:25][B-](F)(F)F.F[B-](F)(F)F.ClC[N+]12CC[N+](F)(CC1)CC2. (3) Given the product [CH2:1]([C:8]1[NH:17][C:11]2[N:12]=[N:13][C:14]([C:21]#[C:20][CH2:19][CH2:18][N:22]3[CH:27]=[CH:26][C:25]([NH:28][C:29](=[O:37])[CH2:30][C:31]4[CH:32]=[CH:33][CH:34]=[CH:35][CH:36]=4)=[CH:24][C:23]3=[O:38])=[CH:15][C:10]=2[CH:9]=1)[C:2]1[CH:7]=[CH:6][CH:5]=[CH:4][CH:3]=1, predict the reactants needed to synthesize it. The reactants are: [CH2:1]([C:8]1[NH:17][C:11]2[N:12]=[N:13][C:14](I)=[CH:15][C:10]=2[CH:9]=1)[C:2]1[CH:7]=[CH:6][CH:5]=[CH:4][CH:3]=1.[CH2:18]([N:22]1[CH:27]=[CH:26][C:25]([NH:28][C:29](=[O:37])[CH2:30][C:31]2[CH:36]=[CH:35][CH:34]=[CH:33][CH:32]=2)=[CH:24][C:23]1=[O:38])[CH2:19][C:20]#[CH:21].C(N(C(C)C)C(C)C)C. (4) Given the product [C:1]([CH2:4][CH2:5][NH:6][CH2:7][CH2:8][CH2:9][O:10][C:11]1[CH:16]=[CH:15][C:14]([CH2:17][C:18]2[C:19]([O:30][C@@H:31]3[O:57][C@H:56]([CH2:58][OH:59])[C@@H:48]([OH:49])[C@H:40]([OH:41])[C@H:32]3[OH:33])=[N:20][N:21]([CH2:26][CH2:27][CH2:28][OH:29])[C:22]=2[CH:23]([CH3:25])[CH3:24])=[C:13]([CH3:66])[CH:12]=1)(=[O:3])[NH2:2], predict the reactants needed to synthesize it. The reactants are: [C:1]([CH2:4][CH2:5][NH:6][CH2:7][CH2:8][CH2:9][O:10][C:11]1[CH:16]=[CH:15][C:14]([CH2:17][C:18]2[C:19]([O:30][C@@H:31]3[O:57][C@H:56]([CH2:58][O:59]C(=O)C(C)(C)C)[C@@H:48]([O:49]C(=O)C(C)(C)C)[C@H:40]([O:41]C(=O)C(C)(C)C)[C@H:32]3[O:33]C(=O)C(C)(C)C)=[N:20][N:21]([CH2:26][CH2:27][CH2:28][OH:29])[C:22]=2[CH:23]([CH3:25])[CH3:24])=[C:13]([CH3:66])[CH:12]=1)(=[O:3])[NH2:2].C[O-].[Na+].